From a dataset of Reaction yield outcomes from USPTO patents with 853,638 reactions. Predict the reaction yield, written as a fraction of the theoretical maximum amount of product (1.0 means a 100% yield; for example, 0.34 means a 34% yield). (1) The reactants are I[C:2]1[CH:3]=[N:4][N:5]2[C:10]([C:11]([F:14])([F:13])[F:12])=[CH:9][C:8]([C:15]3[CH:20]=[CH:19][C:18]([C:21]([F:24])([F:23])[F:22])=[CH:17][CH:16]=3)=[N:7][C:6]=12.[CH3:25][Si:26]([C:29]#[CH:30])([CH3:28])[CH3:27]. No catalyst specified. The product is [F:12][C:11]([F:14])([F:13])[C:10]1[N:5]2[N:4]=[CH:3][C:2]([C:30]#[C:29][Si:26]([CH3:28])([CH3:27])[CH3:25])=[C:6]2[N:7]=[C:8]([C:15]2[CH:20]=[CH:19][C:18]([C:21]([F:24])([F:23])[F:22])=[CH:17][CH:16]=2)[CH:9]=1. The yield is 1.00. (2) The reactants are [CH3:1][O:2][C:3]1[CH:4]=[C:5]([CH:7]=[CH:8][CH:9]=1)[NH2:6].[N:10]1[CH:15]=[CH:14][CH:13]=[CH:12][C:11]=1[C:16](O)=[O:17].CCN=C=NCCCN(C)C.Cl.CCN(CC)CC.OC1C2N=NNC=2C=CC=1. The catalyst is C(Cl)Cl. The product is [CH3:1][O:2][C:3]1[CH:4]=[C:5]([NH:6][C:16](=[O:17])[C:11]2[CH:12]=[CH:13][CH:14]=[CH:15][N:10]=2)[CH:7]=[CH:8][CH:9]=1. The yield is 0.900. (3) The reactants are [CH3:1][C:2]1[C:7]([N+:8]([O-:10])=[O:9])=[C:6]([CH3:11])[N:5]=[C:4]([OH:12])[N:3]=1.C(=O)([O-])[O-].[K+].[K+].Br[CH2:20][C:21]([O:23][CH2:24][CH3:25])=[O:22]. The catalyst is CC(C)=O. The product is [CH3:11][C:6]1[C:7]([N+:8]([O-:10])=[O:9])=[C:2]([CH3:1])[N:3]=[C:4]([O:12][CH2:20][C:21]([O:23][CH2:24][CH3:25])=[O:22])[N:5]=1. The yield is 0.450. (4) The reactants are [H-].[Na+].[F:3][CH:4]([C:10]([O:12]CC)=O)[C:5]([O:7]CC)=O.Br.[O:16]1[CH2:21][CH2:20][N:19]([C:22]([NH2:24])=[NH:23])[CH2:18][CH2:17]1. The catalyst is CCO. The product is [F:3][C:4]1[C:5]([OH:7])=[N:23][C:22]([N:19]2[CH2:20][CH2:21][O:16][CH2:17][CH2:18]2)=[N:24][C:10]=1[OH:12]. The yield is 0.120. (5) The reactants are [CH2:1]([N:5]([C:21](=[O:29])[C:22]1[CH:27]=[CH:26][CH:25]=[CH:24][C:23]=1[Cl:28])[C:6]1[S:10][C:9]([C:11]2[CH:20]=[CH:19][C:14]([C:15]([O:17]C)=[O:16])=[CH:13][CH:12]=2)=[N:8][N:7]=1)[CH2:2][CH2:3][CH3:4]. The catalyst is Cl. The product is [CH2:1]([N:5]([C:21](=[O:29])[C:22]1[CH:27]=[CH:26][CH:25]=[CH:24][C:23]=1[Cl:28])[C:6]1[S:10][C:9]([C:11]2[CH:12]=[CH:13][C:14]([C:15]([OH:17])=[O:16])=[CH:19][CH:20]=2)=[N:8][N:7]=1)[CH2:2][CH2:3][CH3:4]. The yield is 0.710. (6) The reactants are [NH2:1][C:2]1[CH:30]=[CH:29][C:5]([O:6][C:7]2[CH:12]=[CH:11][N:10]=[C:9]3[CH:13]=[C:14]([C:16]4[CH:21]=[CH:20][C:19]([C:22]([N:24]5[CH2:28][CH2:27][CH2:26][CH2:25]5)=[O:23])=[CH:18][CH:17]=4)[S:15][C:8]=23)=[C:4]([F:31])[CH:3]=1.ClC(Cl)(O[C:36](=[O:42])OC(Cl)(Cl)Cl)Cl.[Cl-].[CH3:45][S:46]([C:49]1[CH:50]=[C:51]([NH3+:55])[CH:52]=[CH:53][CH:54]=1)(=[O:48])=[O:47].CC(C)=O. The catalyst is C1COCC1. The product is [F:31][C:4]1[CH:3]=[C:2]([NH:1][C:36]([NH:55][C:51]2[CH:52]=[CH:53][CH:54]=[C:49]([S:46]([CH3:45])(=[O:48])=[O:47])[CH:50]=2)=[O:42])[CH:30]=[CH:29][C:5]=1[O:6][C:7]1[CH:12]=[CH:11][N:10]=[C:9]2[CH:13]=[C:14]([C:16]3[CH:17]=[CH:18][C:19]([C:22]([N:24]4[CH2:28][CH2:27][CH2:26][CH2:25]4)=[O:23])=[CH:20][CH:21]=3)[S:15][C:8]=12. The yield is 0.110. (7) The reactants are [I:1][C:2]1[CH:3]=[C:4]2[C:15]([C:16]([NH:18][CH3:19])=[O:17])=[C:14]([C:20]3[CH:25]=[CH:24][C:23]([CH3:26])=[CH:22][CH:21]=3)[O:13][C:5]2=[N:6][C:7]=1[NH:8][S:9]([CH3:12])(=[O:11])=[O:10].C([O-])([O-])=O.[K+].[K+].Br[CH2:34][CH2:35][CH2:36][CH2:37][C:38]([O:40][CH3:41])=[O:39]. The catalyst is CC(N(C)C)=O. The product is [I:1][C:2]1[CH:3]=[C:4]2[C:15]([C:16](=[O:17])[NH:18][CH3:19])=[C:14]([C:20]3[CH:21]=[CH:22][C:23]([CH3:26])=[CH:24][CH:25]=3)[O:13][C:5]2=[N:6][C:7]=1[N:8]([CH2:34][CH2:35][CH2:36][CH2:37][C:38]([O:40][CH3:41])=[O:39])[S:9]([CH3:12])(=[O:10])=[O:11]. The yield is 0.460. (8) The product is [Cl:7][C:8]1[CH:13]=[CH:12][C:11]([Cl:14])=[CH:10][C:9]=1[O:15][CH:24]([CH3:25])[CH2:23][CH2:22][S:27]([O-:29])(=[O:28])=[O:26].[Na+:20]. The yield is 0.980. The catalyst is O.C1(C)C=CC=CC=1. The reactants are CC(N(C)C)=O.[Cl:7][C:8]1[CH:13]=[CH:12][C:11]([Cl:14])=[CH:10][C:9]=1[OH:15].C(=O)([O-])[O-].[Na+:20].[Na+].[CH2:22]1[S:27](=[O:29])(=[O:28])[O:26][CH2:25][CH2:24][CH2:23]1. (9) The reactants are [F:1][C:2]1[CH:7]=[C:6](F)[C:5]([N+:9]([O-:11])=[O:10])=[CH:4][C:3]=1[S:12]([NH:15][CH3:16])(=[O:14])=[O:13].Cl.[CH3:18][NH:19][CH3:20].CCN(CC)CC.Cl. The catalyst is C(Cl)Cl.O. The product is [CH3:18][N:19]([CH3:20])[C:6]1[C:5]([N+:9]([O-:11])=[O:10])=[CH:4][C:3]([S:12]([NH:15][CH3:16])(=[O:14])=[O:13])=[C:2]([F:1])[CH:7]=1. The yield is 0.460.